Predict the product of the given reaction. From a dataset of Forward reaction prediction with 1.9M reactions from USPTO patents (1976-2016). (1) The product is: [CH2:1]([O:3][C:4](=[O:31])[CH2:5][S:6][C:7]1[N:8]([CH3:33])[C:9]2[C:14]([N:15]=1)=[CH:13][N:12]=[C:11]([N:16]1[CH2:17][CH2:18][CH:19]([O:22][C:23]3[CH:28]=[C:27]([F:29])[CH:26]=[CH:25][C:24]=3[Br:30])[CH2:20][CH2:21]1)[N:10]=2)[CH3:2]. Given the reactants [CH2:1]([O:3][C:4](=[O:31])[CH2:5][S:6][C:7]1[NH:8][C:9]2[C:14]([N:15]=1)=[CH:13][N:12]=[C:11]([N:16]1[CH2:21][CH2:20][CH:19]([O:22][C:23]3[CH:28]=[C:27]([F:29])[CH:26]=[CH:25][C:24]=3[Br:30])[CH2:18][CH2:17]1)[N:10]=2)[CH3:2].I[CH3:33], predict the reaction product. (2) Given the reactants [CH3:1][O:2][C:3]([C:5]1[CH:10]=[CH:9][CH:8]=[C:7]([C:11]2[CH2:15][CH2:14][CH2:13][C:12]=2Br)[N:6]=1)=[O:4].[F:17][C:18]1[CH:38]=[C:37]([F:39])[CH:36]=[CH:35][C:19]=1[CH2:20][O:21][C:22]1[CH:27]=[CH:26][C:25]([C:28]([F:31])([F:30])[F:29])=[CH:24][C:23]=1B(O)O, predict the reaction product. The product is: [CH3:1][O:2][C:3]([C:5]1[CH:10]=[CH:9][CH:8]=[C:7]([C:11]2[CH2:15][CH2:14][CH2:13][C:12]=2[C:23]2[CH:24]=[C:25]([C:28]([F:30])([F:31])[F:29])[CH:26]=[CH:27][C:22]=2[O:21][CH2:20][C:19]2[CH:35]=[CH:36][C:37]([F:39])=[CH:38][C:18]=2[F:17])[N:6]=1)=[O:4]. (3) Given the reactants [NH2:1][C:2]1[CH:3]=[CH:4][C:5]([C:8]([NH2:10])=[NH:9])=[N:6][CH:7]=1.C([O:13][C:14](=O)[CH2:15][C:16]([CH3:18])=O)C.C(=O)([O-])[O-].[Na+].[Na+], predict the reaction product. The product is: [NH2:1][C:2]1[CH:3]=[CH:4][C:5]([C:8]2[N:10]=[C:14]([OH:13])[CH:15]=[C:16]([CH3:18])[N:9]=2)=[N:6][CH:7]=1. (4) Given the reactants [CH3:1][C:2]1([CH3:16])[CH:7]=[CH:6][C:5]2[CH:8]=[CH:9][C:10]([N+:13]([O-:15])=[O:14])=[C:11]([CH3:12])[C:4]=2[O:3]1.CN1C=CN=C1.Cl[O-].[Na+].S([O-])([O-])(=[O:28])=S.[Na+].[Na+], predict the reaction product. The product is: [O:28]1[C@H:6]2[C@@H:7]1[C:2]([CH3:16])([CH3:1])[O:3][C:4]1[C:11]([CH3:12])=[C:10]([N+:13]([O-:15])=[O:14])[CH:9]=[CH:8][C:5]=12.